From a dataset of Full USPTO retrosynthesis dataset with 1.9M reactions from patents (1976-2016). Predict the reactants needed to synthesize the given product. Given the product [ClH:1].[Cl:1][C:2]1[CH:8]=[CH:7][C:5]([NH:6][NH2:12])=[C:4]([N+:9]([O-:11])=[O:10])[CH:3]=1, predict the reactants needed to synthesize it. The reactants are: [Cl:1][C:2]1[CH:8]=[CH:7][C:5]([NH2:6])=[C:4]([N+:9]([O-:11])=[O:10])[CH:3]=1.[N:12]([O-])=O.[Na+].[Sn](Cl)Cl.